From a dataset of Forward reaction prediction with 1.9M reactions from USPTO patents (1976-2016). Predict the product of the given reaction. (1) Given the reactants [C:1]([O:5][C:6](=[O:37])[CH2:7][N:8]1[C:12]2[CH:13]=[CH:14][CH:15]=[CH:16][C:11]=2[N:10]([CH2:17][C:18]2[N:22]([CH2:23][CH2:24][CH:25]([CH3:27])[CH3:26])[C:21]3[CH:28]=[CH:29][C:30]([C:32](=[NH:35])[NH:33]O)=[CH:31][C:20]=3[N:19]=2)[C:9]1=[O:36])([CH3:4])([CH3:3])[CH3:2], predict the reaction product. The product is: [C:1]([O:5][C:6](=[O:37])[CH2:7][N:8]1[C:12]2[CH:13]=[CH:14][CH:15]=[CH:16][C:11]=2[N:10]([CH2:17][C:18]2[N:22]([CH2:23][CH2:24][CH:25]([CH3:27])[CH3:26])[C:21]3[CH:28]=[CH:29][C:30]([C:32](=[NH:33])[NH2:35])=[CH:31][C:20]=3[N:19]=2)[C:9]1=[O:36])([CH3:3])([CH3:4])[CH3:2]. (2) Given the reactants [C:1]([OH:8])(=[O:7])[CH2:2][CH2:3][C:4]([OH:6])=[O:5].[Cl:9][C:10]1[CH:20]=[CH:19][C:13]2[CH2:14][CH2:15][NH:16][CH2:17][CH2:18][C:12]=2[C:11]=1[N:21]1[C:25]([CH3:26])=[CH:24][C:23]([CH3:27])=[N:22]1, predict the reaction product. The product is: [C:1]([OH:8])(=[O:7])[CH2:2][CH2:3][C:4]([OH:6])=[O:5].[Cl:9][C:10]1[CH:20]=[CH:19][C:13]2[CH2:14][CH2:15][NH:16][CH2:17][CH2:18][C:12]=2[C:11]=1[N:21]1[C:25]([CH3:26])=[CH:24][C:23]([CH3:27])=[N:22]1. (3) The product is: [CH:5]12[O:8][CH:1]([CH2:7][CH2:6]1)[CH2:2][N:3]([C:9]1[N:10]=[C:11]([N:31]3[CH2:36][CH2:35][NH:34][CH2:33][CH2:32]3)[N:12]=[C:13]([C:15]3[CH:16]=[CH:17][C:18]([NH:21][C:22]([NH:24][C:25]4[CH:26]=[CH:27][N:28]=[CH:29][CH:30]=4)=[O:23])=[CH:19][CH:20]=3)[N:14]=1)[CH2:4]2. Given the reactants [CH:1]12[O:8][CH:5]([CH2:6][CH2:7]1)[CH2:4][N:3]([C:9]1[N:14]=[C:13]([C:15]3[CH:20]=[CH:19][C:18]([NH:21][C:22]([NH:24][C:25]4[CH:30]=[CH:29][N:28]=[CH:27][CH:26]=4)=[O:23])=[CH:17][CH:16]=3)[N:12]=[C:11]([N:31]3[CH2:36][CH2:35][N:34](C(OC(C)(C)C)=O)[CH2:33][CH2:32]3)[N:10]=1)[CH2:2]2.FC(F)(F)C(O)=O, predict the reaction product. (4) Given the reactants F[C:2](F)(F)C(O)=O.[CH3:8][NH:9][C@H:10]1[CH2:15][CH2:14][C@H:13]([CH2:16][CH2:17][CH2:18][CH2:19][CH2:20]OS(C)(=O)=O)[CH2:12][CH2:11]1.Cl[C:27]([O:29][C:30]1[CH:35]=[CH:34][C:33]([F:36])=[C:32]([F:37])[CH:31]=1)=[O:28].[CH2:38]([CH2:41][NH2:42])[CH:39]=C, predict the reaction product. The product is: [F:37][C:32]1[CH:31]=[C:30]([O:29][C:27](=[O:28])[N:9]([C@H:10]2[CH2:11][CH2:12][C@H:13]([CH2:16][CH2:17][CH2:18][CH2:19][CH2:20][N:42]([CH2:41][CH:38]=[CH2:39])[CH3:2])[CH2:14][CH2:15]2)[CH3:8])[CH:35]=[CH:34][C:33]=1[F:36]. (5) Given the reactants [Cl:1][C:2]1[N:7]=[C:6]([NH2:8])[CH:5]=[CH:4][C:3]=1[O:9][CH3:10].[Cl:11][C:12]1[CH:13]=[C:14]([CH:31]=[CH:32][CH:33]=1)[CH2:15][NH:16][C:17]([C:19]1[CH:27]=[CH:26][C:22]([C:23]([O-])=[O:24])=[C:21]([N:28]=[C:29]=[S:30])[CH:20]=1)=[O:18], predict the reaction product. The product is: [Cl:1][C:2]1[N:7]=[C:6]([N:8]2[C:23](=[O:24])[C:22]3[C:21](=[CH:20][C:19]([C:17]([NH:16][CH2:15][C:14]4[CH:31]=[CH:32][CH:33]=[C:12]([Cl:11])[CH:13]=4)=[O:18])=[CH:27][CH:26]=3)[NH:28][C:29]2=[S:30])[CH:5]=[CH:4][C:3]=1[O:9][CH3:10].